This data is from Catalyst prediction with 721,799 reactions and 888 catalyst types from USPTO. The task is: Predict which catalyst facilitates the given reaction. (1) Reactant: [Cl:1][C:2]1[CH:3]=[C:4]([CH2:17][N:18]2[C:22]([CH3:23])=[CH:21][C:20]([C:24]([O:26]CC)=[O:25])=[N:19]2)[C:5]2[O:9][C:8]([CH:10]3[CH2:15][CH2:14][CH2:13][CH2:12][CH2:11]3)=[CH:7][C:6]=2[CH:16]=1.[OH-].[Na+].Cl. Product: [Cl:1][C:2]1[CH:3]=[C:4]([CH2:17][N:18]2[C:22]([CH3:23])=[CH:21][C:20]([C:24]([OH:26])=[O:25])=[N:19]2)[C:5]2[O:9][C:8]([CH:10]3[CH2:15][CH2:14][CH2:13][CH2:12][CH2:11]3)=[CH:7][C:6]=2[CH:16]=1. The catalyst class is: 351. (2) Reactant: O[CH2:2][C:3]1[CH:4]=[C:5]([NH:9][C:10](=[O:14])[O:11][CH2:12][CH3:13])[CH:6]=[N:7][CH:8]=1.S(Cl)([Cl:17])=O. Product: [ClH:17].[Cl:17][CH2:2][C:3]1[CH:4]=[C:5]([NH:9][C:10](=[O:14])[O:11][CH2:12][CH3:13])[CH:6]=[N:7][CH:8]=1. The catalyst class is: 4.